Dataset: Full USPTO retrosynthesis dataset with 1.9M reactions from patents (1976-2016). Task: Predict the reactants needed to synthesize the given product. (1) Given the product [NH:7]1[C:8]2[C:4](=[CH:3][C:2]([O:1][CH2:12][CH2:11][CH2:13][C:14]([OH:16])=[O:15])=[CH:10][CH:9]=2)[CH:5]=[CH:6]1, predict the reactants needed to synthesize it. The reactants are: [OH:1][C:2]1[CH:3]=[C:4]2[C:8](=[CH:9][CH:10]=1)[NH:7][CH:6]=[CH:5]2.[CH2:11]([CH:13](CCBr)[C:14]([OH:16])=[O:15])[CH3:12]. (2) Given the product [Cl:1][C:2]1[N:11]=[C:10]([NH:17][CH2:16][C:15]([CH3:18])([NH2:19])[CH3:14])[C:9]2[C:4](=[CH:5][CH:6]=[C:7]([CH3:13])[CH:8]=2)[N:3]=1, predict the reactants needed to synthesize it. The reactants are: [Cl:1][C:2]1[N:11]=[C:10](Cl)[C:9]2[C:4](=[CH:5][CH:6]=[C:7]([CH3:13])[CH:8]=2)[N:3]=1.[CH3:14][C:15]([NH2:19])([CH3:18])[CH2:16][NH2:17]. (3) Given the product [Cl:37][C:31]1[CH:32]=[CH:33][C:34]2[C:35](=[O:36])[C:26]3[C:24](=[O:25])[N:9]([CH2:10][C:11]4[O:12][C:13]([C:16]5[CH:21]=[CH:20][C:19]([O:22][CH3:23])=[CH:18][CH:17]=5)=[N:14][N:15]=4)[N:8]=[C:38]([OH:39])[C:27]=3[NH:28][C:29]=2[CH:30]=1, predict the reactants needed to synthesize it. The reactants are: C(OC([NH:8][N:9]([C:24]([C:26]1[C:35](=[O:36])[C:34]2[C:29](=[CH:30][C:31]([Cl:37])=[CH:32][CH:33]=2)[NH:28][C:27]=1[C:38](N1CCCC1)=[O:39])=[O:25])[CH2:10][C:11]1[O:12][C:13]([C:16]2[CH:21]=[CH:20][C:19]([O:22][CH3:23])=[CH:18][CH:17]=2)=[N:14][N:15]=1)=O)(C)(C)C.CS(O)(=O)=O.C(OCC)C.O. (4) Given the product [CH:19]1([C@@H:22]([NH:24][CH2:1][C:3]2[CH:4]=[C:5]([O:17][CH3:18])[C:6]([NH:9][C:10](=[O:16])[O:11][C:12]([CH3:15])([CH3:14])[CH3:13])=[N:7][CH:8]=2)[CH3:23])[CH2:21][CH2:20]1, predict the reactants needed to synthesize it. The reactants are: [CH:1]([C:3]1[CH:4]=[C:5]([O:17][CH3:18])[C:6]([NH:9][C:10](=[O:16])[O:11][C:12]([CH3:15])([CH3:14])[CH3:13])=[N:7][CH:8]=1)=O.[CH:19]1([C@@H:22]([NH2:24])[CH3:23])[CH2:21][CH2:20]1.[BH4-].[Na+].